Predict the reaction yield, written as a fraction of the theoretical maximum amount of product (1.0 means a 100% yield; for example, 0.34 means a 34% yield). From a dataset of Reaction yield outcomes from USPTO patents with 853,638 reactions. (1) The reactants are O[C:2]1[CH:7]=[CH:6][N:5]2[N:8]=[CH:9][C:10]([C:11]([O:13][CH2:14][CH3:15])=[O:12])=[C:4]2[N:3]=1.F[P-](F)(F)(F)(F)F.N1(O[P+](N(C)C)(N(C)C)N(C)C)C2C=CC=CC=2N=N1.CCN(C(C)C)C(C)C.Cl.Cl.[Cl:54][C:55]1[C:60]([C@H:61]2[CH2:65][CH2:64][CH2:63][NH:62]2)=[CH:59][C:58]([F:66])=[CH:57][N:56]=1. The catalyst is CN(C=O)C. The product is [Cl:54][C:55]1[C:60]([C@H:61]2[CH2:65][CH2:64][CH2:63][N:62]2[C:2]2[CH:7]=[CH:6][N:5]3[N:8]=[CH:9][C:10]([C:11]([O:13][CH2:14][CH3:15])=[O:12])=[C:4]3[N:3]=2)=[CH:59][C:58]([F:66])=[CH:57][N:56]=1. The yield is 0.680. (2) The reactants are Cl[S:2]([C:5]1[CH:6]=[C:7]2[C:11](=[CH:12][CH:13]=1)[NH:10][C:9](=[O:14])[CH2:8]2)(=[O:4])=[O:3].[CH:15]([NH2:18])([CH3:17])[CH3:16].N1C=CC=CC=1. The product is [CH:15]([NH:18][S:2]([C:5]1[CH:6]=[C:7]2[C:11](=[CH:12][CH:13]=1)[NH:10][C:9](=[O:14])[CH2:8]2)(=[O:4])=[O:3])([CH3:17])[CH3:16]. The catalyst is ClCCl. The yield is 0.450. (3) The product is [F:1][C:2]1[CH:22]=[C:21]([F:23])[CH:20]=[CH:19][C:3]=1[CH2:4][N:5]1[C:9]([CH2:10][CH2:11][C:12]([NH:32][S:29]([CH2:24][CH2:25][CH2:26][CH2:27][CH3:28])(=[O:31])=[O:30])=[O:14])=[CH:8][C:7]([O:15][CH:16]([CH3:18])[CH3:17])=[N:6]1. The reactants are [F:1][C:2]1[CH:22]=[C:21]([F:23])[CH:20]=[CH:19][C:3]=1[CH2:4][N:5]1[C:9]([CH2:10][CH2:11][C:12]([OH:14])=O)=[CH:8][C:7]([O:15][CH:16]([CH3:18])[CH3:17])=[N:6]1.[CH2:24]([S:29]([NH2:32])(=[O:31])=[O:30])[CH2:25][CH2:26][CH2:27][CH3:28].N12CCCN=C1CCCCC2. The yield is 0.250. The catalyst is O1CCCC1.